Dataset: Forward reaction prediction with 1.9M reactions from USPTO patents (1976-2016). Task: Predict the product of the given reaction. Given the reactants [CH2:1]([N:4]([CH2:23][CH2:24][CH3:25])[CH2:5][CH2:6][CH2:7][CH2:8][NH:9][C:10]([C:12]1[N:13]=[C:14]2[CH:19]=[CH:18][C:17]([C:20]#[N:21])=[CH:16][N:15]2[CH:22]=1)=[O:11])[CH2:2][CH3:3].[OH-].[Na+], predict the reaction product. The product is: [CH2:23]([N:4]([CH2:1][CH2:2][CH3:3])[CH2:5][CH2:6][CH2:7][CH2:8][NH:9][C:10]([C:12]1[N:13]=[C:14]2[CH2:19][CH2:18][CH:17]([CH2:20][NH2:21])[CH2:16][N:15]2[CH:22]=1)=[O:11])[CH2:24][CH3:25].